Dataset: Peptide-MHC class I binding affinity with 185,985 pairs from IEDB/IMGT. Task: Regression. Given a peptide amino acid sequence and an MHC pseudo amino acid sequence, predict their binding affinity value. This is MHC class I binding data. The peptide sequence is LAYFPVFRFLNGS. The binding affinity (normalized) is 0. The MHC is HLA-B07:02 with pseudo-sequence HLA-B07:02.